Dataset: Full USPTO retrosynthesis dataset with 1.9M reactions from patents (1976-2016). Task: Predict the reactants needed to synthesize the given product. Given the product [CH2:16]([O:18][C:19](=[O:20])[C:21]1[CH:26]=[C:25]([C:27]#[N:28])[C:24]([N:29]2[CH2:30][CH2:31][CH:32]([C:35](=[O:50])[N:36]([CH2:47][CH:48]=[CH2:49])[S:37]([CH2:40][C:41]3[CH:42]=[CH:43][CH:44]=[CH:45][CH:46]=3)(=[O:38])=[O:39])[CH2:33][CH2:34]2)=[N:23][C:22]=1[O:6][S:7]([C:10]([F:11])([F:12])[F:13])(=[O:8])=[O:9])[CH3:17], predict the reactants needed to synthesize it. The reactants are: FC(F)(F)S([O:6][S:7]([C:10]([F:13])([F:12])[F:11])(=[O:9])=[O:8])(=O)=O.[CH2:16]([O:18][C:19]([C:21]1[C:22](=O)[NH:23][C:24]([N:29]2[CH2:34][CH2:33][CH:32]([C:35](=[O:50])[N:36]([CH2:47][CH:48]=[CH2:49])[S:37]([CH2:40][C:41]3[CH:46]=[CH:45][CH:44]=[CH:43][CH:42]=3)(=[O:39])=[O:38])[CH2:31][CH2:30]2)=[C:25]([C:27]#[N:28])[CH:26]=1)=[O:20])[CH3:17].C([O-])(O)=O.[Na+].